This data is from Full USPTO retrosynthesis dataset with 1.9M reactions from patents (1976-2016). The task is: Predict the reactants needed to synthesize the given product. (1) Given the product [F:1][C:2]1[CH:7]=[C:6]([CH:5]=[C:4]([F:28])[C:3]=1[CH2:29][C:30]([N:33]1[CH2:36][CH:35]([F:63])[CH2:34]1)=[O:32])[O:8][CH2:9][CH2:10][C@@H:11]1[CH2:13][C@@H:12]1[CH:14]1[CH2:19][CH2:18][N:17]([C:20]2[O:24][N:23]=[C:22]([CH2:25][O:26][CH3:27])[N:21]=2)[CH2:16][CH2:15]1, predict the reactants needed to synthesize it. The reactants are: [F:1][C:2]1[CH:7]=[C:6]([O:8][CH2:9][CH2:10][C@@H:11]2[CH2:13][C@@H:12]2[CH:14]2[CH2:19][CH2:18][N:17]([C:20]3[O:24][N:23]=[C:22]([CH2:25][O:26][CH3:27])[N:21]=3)[CH2:16][CH2:15]2)[CH:5]=[C:4]([F:28])[C:3]=1[CH2:29][C:30]([OH:32])=O.[NH:33]1[CH2:36][CH2:35][CH2:34]1.C(N(CC)C(C)C)(C)C.CN(C(ON1N=NC2C=CC=NC1=2)=[N+](C)C)C.[F:63][P-](F)(F)(F)(F)F. (2) Given the product [CH3:1][N:2]1[CH:10]=[C:9]2[C:4]([CH:5]=[C:6]([NH:11][C:12]([C:14]3[CH:19]=[CH:18][CH:17]=[CH:16][C:15]=3[NH:20][CH2:21][C:22]3[CH:27]=[CH:26][N:25]=[C:24]([NH:28][C:29]([N:31]4[CH2:32][CH2:33][C:34](=[O:35])[CH2:39][CH2:40]4)=[O:30])[CH:23]=3)=[O:13])[CH:7]=[CH:8]2)=[N:3]1, predict the reactants needed to synthesize it. The reactants are: [CH3:1][N:2]1[CH:10]=[C:9]2[C:4]([CH:5]=[C:6]([NH:11][C:12]([C:14]3[CH:19]=[CH:18][CH:17]=[CH:16][C:15]=3[NH:20][CH2:21][C:22]3[CH:27]=[CH:26][N:25]=[C:24]([NH:28][C:29]([N:31]4[CH2:40][CH2:39][C:34]5(OCC[O:35]5)[CH2:33][CH2:32]4)=[O:30])[CH:23]=3)=[O:13])[CH:7]=[CH:8]2)=[N:3]1.Cl.C(=O)([O-])O.[Na+].